Dataset: Forward reaction prediction with 1.9M reactions from USPTO patents (1976-2016). Task: Predict the product of the given reaction. (1) The product is: [OH:7][NH:6][C:4](=[O:5])[C@@H:3]([NH:8][C:9](=[O:23])[C:10]1[CH:15]=[CH:14][C:13]([C:16]#[C:17][C:18]#[C:19][C@@H:20]([OH:22])[CH3:21])=[CH:12][CH:11]=1)[C@H:2]([NH:1][CH3:28])[CH3:24]. Given the reactants [NH2:1][C@H:2]([CH3:24])[C@H:3]([NH:8][C:9](=[O:23])[C:10]1[CH:15]=[CH:14][C:13]([C:16]#[C:17][C:18]#[C:19][C@@H:20]([OH:22])[CH3:21])=[CH:12][CH:11]=1)[C:4]([NH:6][OH:7])=[O:5].C=O.O.[C:28]([BH3-])#N.[Na+].C(O)(C(F)(F)F)=O, predict the reaction product. (2) Given the reactants [CH3:1][C:2]1([CH3:10])[O:7][C:6](=[O:8])[CH2:5][C:4](=[O:9])[O:3]1.N1C=CC=CC=1.[C:17](Cl)(=[O:20])[CH2:18][CH3:19], predict the reaction product. The product is: [OH:20][C:17](=[C:5]1[C:6](=[O:8])[O:7][C:2]([CH3:10])([CH3:1])[O:3][C:4]1=[O:9])[CH2:18][CH3:19]. (3) Given the reactants [I:1][C:2]1[CH:3]=[C:4]2[C:8](=[CH:9][CH:10]=1)[NH:7][C:6](=[O:11])[C:5]2=O.[NH:13]([C:15](=[O:34])[CH2:16][O:17][C:18]1[CH:33]=[CH:32][C:21]([C:22]([O:24][CH2:25][C:26]2[CH:31]=[CH:30][CH:29]=[CH:28][CH:27]=2)=[O:23])=[CH:20][CH:19]=1)[NH2:14], predict the reaction product. The product is: [I:1][C:2]1[CH:3]=[C:4]2[C:8](=[CH:9][CH:10]=1)[NH:7][C:6](=[O:11])[C:5]2=[N:14][NH:13][C:15](=[O:34])[CH2:16][O:17][C:18]1[CH:33]=[CH:32][C:21]([C:22]([O:24][CH2:25][C:26]2[CH:27]=[CH:28][CH:29]=[CH:30][CH:31]=2)=[O:23])=[CH:20][CH:19]=1. (4) Given the reactants [Cl:1][C:2]1[C:10]2[C:9]3[CH2:11][N:12]([CH2:22][C:23]([F:26])([F:25])[F:24])[C:13](=[O:21])[C@H:14]([CH2:16][C:17]([O:19]C)=[O:18])[CH2:15][C:8]=3[CH:7]=[C:6]([Cl:27])[C:5]=2[NH:4][N:3]=1.O.O.[OH-].[Li+], predict the reaction product. The product is: [Cl:1][C:2]1[C:10]2[C:9]3[CH2:11][N:12]([CH2:22][C:23]([F:24])([F:25])[F:26])[C:13](=[O:21])[C@H:14]([CH2:16][C:17]([OH:19])=[O:18])[CH2:15][C:8]=3[CH:7]=[C:6]([Cl:27])[C:5]=2[NH:4][N:3]=1. (5) Given the reactants [CH3:1][Si:2]([C:5]#[CH:6])([CH3:4])[CH3:3].[Li]CCCC.CCCCCC.[CH3:18][O:19][B:20](OC)[O:21][CH3:22], predict the reaction product. The product is: [CH3:18][O:19][B:20]([C:6]#[C:5][Si:2]([CH3:4])([CH3:3])[CH3:1])[O:21][CH3:22]. (6) Given the reactants [CH3:1][C:2]1([CH3:17])[CH2:6][O:5][C:4]([C:7]2[CH:16]=[CH:15][C:10]([C:11]([O:13]C)=[O:12])=[CH:9][CH:8]=2)=[N:3]1.CO.[Li+].[OH-], predict the reaction product. The product is: [CH3:1][C:2]1([CH3:17])[CH2:6][O:5][C:4]([C:7]2[CH:16]=[CH:15][C:10]([C:11]([OH:13])=[O:12])=[CH:9][CH:8]=2)=[N:3]1.